From a dataset of Retrosynthesis with 50K atom-mapped reactions and 10 reaction types from USPTO. Predict the reactants needed to synthesize the given product. (1) The reactants are: C[C@@](CO)(NC(=O)CCl)c1cc(Br)cc([N+](=O)[O-])c1. Given the product C[C@@]1(c2cc(Br)cc([N+](=O)[O-])c2)COCC(=O)N1, predict the reactants needed to synthesize it. (2) Given the product O=C(Nc1ccc(Cl)cc1)O[C@@H](C(=O)O)c1ccccc1, predict the reactants needed to synthesize it. The reactants are: O=C(O)[C@H](O)c1ccccc1.O=C=Nc1ccc(Cl)cc1. (3) Given the product CCN(CC)CCCCOc1ccc2c(-c3ccc(C(F)(F)F)cc3)nsc2c1, predict the reactants needed to synthesize it. The reactants are: CCNCC.FC(F)(F)c1ccc(-c2nsc3cc(OCCCCBr)ccc23)cc1. (4) Given the product CCCN1CC(Cc2ccccc2)OC1=O, predict the reactants needed to synthesize it. The reactants are: CCCI.O=C1NCC(Cc2ccccc2)O1. (5) Given the product Cc1ccc(F)cc1CC(C)Nc1cc[nH]c(=O)c1-c1nc2cc3c(cc2[nH]1)C(=O)N(C(C)C)C3=O, predict the reactants needed to synthesize it. The reactants are: CC(C)N1C(=O)c2cc3nc(-c4c(Cl)cc[nH]c4=O)[nH]c3cc2C1=O.Cc1ccc(F)cc1CC(C)N. (6) Given the product C[C@@H](/C=C/c1ccc(C(F)(F)F)cc1)OC(=O)CNC(=O)OC(C)(C)C, predict the reactants needed to synthesize it. The reactants are: C=CC(C)OC(=O)CNC(=O)OC(C)(C)C.C[C@H](O)/C=C/c1ccc(C(F)(F)F)cc1. (7) Given the product CCCCCCCC/C=C\[C@H]1CCC(=O)O1, predict the reactants needed to synthesize it. The reactants are: CCCCCCCC/C=C\[C@H]1C=CC(=O)O1. (8) Given the product COc1ccccc1-c1cccc(-n2cnc(C(=O)c3ccc(F)cc3)c2)c1, predict the reactants needed to synthesize it. The reactants are: COc1ccccc1-c1cccc(-n2cnc(C(=O)N(C)OC)c2)c1.Fc1ccc(Br)cc1.